From a dataset of Experimentally validated miRNA-target interactions with 360,000+ pairs, plus equal number of negative samples. Binary Classification. Given a miRNA mature sequence and a target amino acid sequence, predict their likelihood of interaction. (1) The protein sequence of the target gene is MESGTVLLESKSSPLNLLHEMHELRLLGHLCDVTVSIENQGVHEDFMAHKAVLAATSKFFKEVFLNEKSADGTRTNVYLNEVQAVDFASFLEFVYTAKVRVEEDRVQQMLEVAEKLKCLDLSETCLQLKKQMLESVLLELQNFSESQEVEASSGPQVSVTPSSKASVPGEDAHSNGLVDSSDYPIERLGNGLSPETPSKKCKEKLDKKKDVAKPPFPKIRRASGRLAGKKVFVEIPKKKYTRRLREQQKSAEEAAENDKCPQDQSPDNERMETEPAAKSEACPASVELEESLQKVEGEKE.... The miRNA is hsa-miR-6753-5p with sequence CACCAGGGCAGAGCAGGGCUGA. Result: 0 (no interaction). (2) The miRNA is hsa-miR-4727-3p with sequence AUAGUGGGAAGCUGGCAGAUUC. The protein sequence of the target gene is MYTAIPQSGSPFPGSVQDPGLHVWRVEKLKPVPVAQENQGVFFSGDSYLVLHNGPEEVSHLHLWIGQQSSRDEQGACAVLAVHLNTLLGERPVQHREVQGNESDLFMSYFPRGLKYQEGGVESAFHKTSTGAPAAIKKLYQVKGKKNIRATERALNWDSFNTGDCFILDLGQNIFAWCGGKSNILERNKARDLALAIRDSERQGKAQVEIVTDGEEPAEMIQVLGPKPALKEGNPEEDLTADKANAQAAALYKVSDATGQMNLTKVADSSPFALELLISDDCFVLDNGLCGKIYIWKGRK.... Result: 0 (no interaction).